From a dataset of Full USPTO retrosynthesis dataset with 1.9M reactions from patents (1976-2016). Predict the reactants needed to synthesize the given product. (1) Given the product [CH3:25][O:24][C:17]1[C:18]([O:22][CH3:23])=[CH:19][CH:20]=[CH:21][C:16]=1[C:13]1[CH:14]=[C:15]2[C:10](=[CH:11][CH:12]=1)[NH:9][C:8]([CH3:27])([CH3:26])[CH:7]=[C:6]2[CH2:5][S:4][CH2:1][CH2:2][C:3]1[CH:38]=[CH:39][CH:30]=[CH:31][CH:32]=1, predict the reactants needed to synthesize it. The reactants are: [CH2:1]([S:4][CH2:5][C:6]1[C:15]2[C:10](=[CH:11][CH:12]=[C:13]([C:16]3[CH:21]=[CH:20][CH:19]=[C:18]([O:22][CH3:23])[C:17]=3[O:24][CH3:25])[CH:14]=2)[NH:9][C:8]([CH3:27])([CH3:26])[CH:7]=1)[CH:2]=[CH2:3].BrC[C:30]1[C:39]2C(=CC=C(C3C=CC=C(OC)C=3OC)[CH:38]=2)N[C:32](C)(C)[CH:31]=1.C(S)C=C. (2) The reactants are: [O:1]1[CH2:3][C@H:2]1[CH2:4][N:5]1[C:13](=[O:14])[C:12]2[C:7](=[CH:8][CH:9]=[CH:10][CH:11]=2)[C:6]1=[O:15].[FH:16].[F-].[K+]. Given the product [F:16][CH2:3][C@H:2]([OH:1])[CH2:4][N:5]1[C:13](=[O:14])[C:12]2[C:7](=[CH:8][CH:9]=[CH:10][CH:11]=2)[C:6]1=[O:15], predict the reactants needed to synthesize it. (3) Given the product [CH3:12][C:13]1[CH:18]=[CH:17][C:16]([C:19](=[O:21])[CH2:20][C:5](=[O:11])[C:6]([O:8][CH3:9])=[O:7])=[CH:15][CH:14]=1, predict the reactants needed to synthesize it. The reactants are: [Na].C(O[C:5](=[O:11])[C:6]([O:8][CH2:9]C)=[O:7])C.[CH3:12][C:13]1[CH:18]=[CH:17][C:16]([C:19](=[O:21])[CH3:20])=[CH:15][CH:14]=1. (4) Given the product [ClH:35].[CH3:1][S:2]([C:5]1[C:6]([O:18][C:19]2[CH:24]=[CH:23][C:22]([S:25]([CH3:28])(=[O:27])=[O:26])=[C:21]([S:29]([F:32])([F:34])([F:33])([F:30])[F:31])[CH:20]=2)=[CH:7][C:8]([CH3:17])=[C:9]([CH:16]=1)[C:10]([NH:12][C:13]([NH2:15])=[NH:14])=[O:11])(=[O:3])=[O:4], predict the reactants needed to synthesize it. The reactants are: [CH3:1][S:2]([C:5]1[C:6]([O:18][C:19]2[CH:24]=[CH:23][C:22]([S:25]([CH3:28])(=[O:27])=[O:26])=[C:21]([S:29]([F:34])([F:33])([F:32])([F:31])[F:30])[CH:20]=2)=[CH:7][C:8]([CH3:17])=[C:9]([CH:16]=1)[C:10]([NH:12][C:13]([NH2:15])=[NH:14])=[O:11])(=[O:4])=[O:3].[ClH:35].